From a dataset of Forward reaction prediction with 1.9M reactions from USPTO patents (1976-2016). Predict the product of the given reaction. (1) Given the reactants [F:1][C:2]1[CH:7]=[CH:6][C:5]([C:8](=[O:40])[CH2:9][CH2:10][CH2:11][N:12]2[CH2:39][CH2:38][C:15]3([N:19]([C:20]4[CH:25]=[CH:24][CH:23]=[CH:22][CH:21]=4)[CH2:18][N:17]([CH2:26][C:27]4[CH:28]=[C:29]([CH:34]=[CH:35][CH:36]=4)[C:30]([O:32]C)=[O:31])[C:16]3=[O:37])[CH2:14][CH2:13]2)=[CH:4][CH:3]=1.[OH-].[Li+].CO, predict the reaction product. The product is: [F:1][C:2]1[CH:7]=[CH:6][C:5]([C:8](=[O:40])[CH2:9][CH2:10][CH2:11][N:12]2[CH2:39][CH2:38][C:15]3([N:19]([C:20]4[CH:25]=[CH:24][CH:23]=[CH:22][CH:21]=4)[CH2:18][N:17]([CH2:26][C:27]4[CH:28]=[C:29]([CH:34]=[CH:35][CH:36]=4)[C:30]([OH:32])=[O:31])[C:16]3=[O:37])[CH2:14][CH2:13]2)=[CH:4][CH:3]=1. (2) The product is: [F:1][C:2]1[CH:7]=[CH:6][CH:5]=[CH:4][C:3]=1[N:8]1[C:12]2=[N:13][C:14]([O:18][CH2:19][C:20]3[N:21]([CH3:25])[N:22]=[CH:23][N:24]=3)=[C:15]([C:28]3[CH:29]=[CH:30][S:26][CH:27]=3)[CH:16]=[C:11]2[N:10]=[N:9]1. Given the reactants [F:1][C:2]1[CH:7]=[CH:6][CH:5]=[CH:4][C:3]=1[N:8]1[C:12]2=[N:13][C:14]([O:18][CH2:19][C:20]3[N:21]([CH3:25])[N:22]=[CH:23][N:24]=3)=[C:15](Br)[CH:16]=[C:11]2[N:10]=[N:9]1.[S:26]1[CH:30]=[CH:29][C:28](B(O)O)=[CH:27]1.C(=O)([O-])[O-].[Cs+].[Cs+].C(OCC)(=O)C, predict the reaction product. (3) Given the reactants Cl[C:2]1[CH:7]=[C:6]([CH:8]2[CH2:10][CH2:9]2)[N:5]=[CH:4][N:3]=1.O.[NH2:12][NH2:13].C(OCCO)C, predict the reaction product. The product is: [CH:8]1([C:6]2[CH:7]=[C:2]([NH:12][NH2:13])[N:3]=[CH:4][N:5]=2)[CH2:10][CH2:9]1. (4) Given the reactants N1C=CC=CC=1NC(N)=S.CI.COC1C=CC=CC=1CN.[C:23]([O-:26])(=[O:25])[CH3:24].[CH3:27][O:28][C:29]1[CH:45]=[CH:44][CH:43]=[CH:42][C:30]=1[CH2:31][NH:32][C:33]([NH:35][C:36]1[CH:41]=[CH:40][CH:39]=[CH:38][N:37]=1)=[NH:34], predict the reaction product. The product is: [C:23]([OH:26])(=[O:25])[CH3:24].[CH3:27][O:28][C:29]1[CH:45]=[CH:44][CH:43]=[CH:42][C:30]=1[CH2:31][NH:32][C:33]([NH:35][C:36]1[CH:41]=[CH:40][CH:39]=[CH:38][N:37]=1)=[NH:34]. (5) The product is: [C:1]([C:5]1[CH:9]=[C:8]([CH2:10][CH2:11][C:12]([NH:35][S:32]([CH2:31][CH2:30][CH2:29][O:28][CH3:27])(=[O:34])=[O:33])=[O:13])[N:7]([CH2:15][C:16]2[CH:21]=[CH:20][C:19]([C:22]([F:25])([F:24])[F:23])=[CH:18][C:17]=2[Cl:26])[N:6]=1)([CH3:3])([CH3:4])[CH3:2]. Given the reactants [C:1]([C:5]1[CH:9]=[C:8]([CH2:10][CH2:11][C:12](O)=[O:13])[N:7]([CH2:15][C:16]2[CH:21]=[CH:20][C:19]([C:22]([F:25])([F:24])[F:23])=[CH:18][C:17]=2[Cl:26])[N:6]=1)([CH3:4])([CH3:3])[CH3:2].[CH3:27][O:28][CH2:29][CH2:30][CH2:31][S:32]([NH2:35])(=[O:34])=[O:33].N12CCCN=C1CCCCC2, predict the reaction product. (6) Given the reactants [CH3:1][S:2]([CH2:5][C:6]1[CH:11]=[C:10]([N:12]2[CH2:17][CH2:16][O:15][CH2:14][CH2:13]2)[N:9]=[C:8]([C:18]2[CH:23]=[CH:22][C:21]([NH:24][C:25](=O)[O:26]C3C=CC=CC=3)=[CH:20][CH:19]=2)[N:7]=1)(=[O:4])=[O:3].C([N:36](CC)CC)C.NC1N=CC=CN=1, predict the reaction product. The product is: [CH3:1][S:2]([CH2:5][C:6]1[CH:11]=[C:10]([N:12]2[CH2:17][CH2:16][O:15][CH2:14][CH2:13]2)[N:9]=[C:8]([C:18]2[CH:19]=[CH:20][C:21]([NH:24][C:25]([NH2:36])=[O:26])=[CH:22][CH:23]=2)[N:7]=1)(=[O:4])=[O:3]. (7) Given the reactants [NH2:1][C:2]1[CH:6]=[C:5]([C:7]2[CH:12]=[CH:11][C:10]([F:13])=[CH:9][CH:8]=2)[S:4][C:3]=1[C:14]([OH:16])=O.Cl.Cl.[N:19]1([CH:24]([C:26]2[CH:31]=[CH:30][C:29]([CH2:32][CH2:33][NH2:34])=[CH:28][CH:27]=2)[CH3:25])[CH2:23][CH2:22][CH2:21][CH2:20]1.ON1C2C=CC=CC=2N=N1.C(N(CC)C(C)C)(C)C.Cl.CN(C)CCCN=C=NCC, predict the reaction product. The product is: [NH2:1][C:2]1[CH:6]=[C:5]([C:7]2[CH:8]=[CH:9][C:10]([F:13])=[CH:11][CH:12]=2)[S:4][C:3]=1[C:14]([NH:34][CH2:33][CH2:32][C:29]1[CH:28]=[CH:27][C:26]([CH:24]([N:19]2[CH2:23][CH2:22][CH2:21][CH2:20]2)[CH3:25])=[CH:31][CH:30]=1)=[O:16].